From a dataset of Forward reaction prediction with 1.9M reactions from USPTO patents (1976-2016). Predict the product of the given reaction. (1) Given the reactants [Na].[Br:2][C:3]1[CH:4]=[CH:5][C:6]([N+]([O-])=O)=[N:7][CH:8]=1.[CH3:12][O:13][CH2:14][CH2:15][OH:16], predict the reaction product. The product is: [Br:2][C:3]1[CH:4]=[CH:5][C:6]([O:16][CH2:15][CH2:14][O:13][CH3:12])=[N:7][CH:8]=1. (2) Given the reactants Br[C:2]1[CH:7]=[CH:6][N:5]=[C:4]([O:8][C@H:9]2[CH2:14][N:13]([C:15]([O:17][C:18]([CH3:21])([CH3:20])[CH3:19])=[O:16])[C@H:12]([CH3:22])[CH2:11][CH2:10]2)[CH:3]=1.[CH3:23][O-:24].[Na+], predict the reaction product. The product is: [CH3:23][O:24][C:2]1[CH:7]=[CH:6][N:5]=[C:4]([O:8][C@H:9]2[CH2:14][N:13]([C:15]([O:17][C:18]([CH3:21])([CH3:20])[CH3:19])=[O:16])[C@H:12]([CH3:22])[CH2:11][CH2:10]2)[CH:3]=1. (3) Given the reactants [Li+].[CH3:2]C([N-]C(C)C)C.[C:9]([O:13][C:14]([N:16]1[CH2:21][CH2:20][CH2:19][CH2:18][CH:17]1[C:22]([OH:24])=[O:23])=[O:15])([CH3:12])([CH3:11])[CH3:10].CI, predict the reaction product. The product is: [C:9]([O:13][C:14]([N:16]1[CH2:21][CH2:20][CH2:19][CH2:18][C:17]1([CH3:2])[C:22]([OH:24])=[O:23])=[O:15])([CH3:12])([CH3:10])[CH3:11]. (4) Given the reactants [O:1]1[CH2:5][CH2:4][O:3][CH:2]1[CH2:6][O:7][C:8]1[CH:13]=[CH:12][C:11](I)=[CH:10][CH:9]=1.C[Si]([C:19]#[CH:20])(C)C.N1C=CC=CC=1, predict the reaction product. The product is: [O:1]1[CH2:5][CH2:4][O:3][CH:2]1[CH2:6][O:7][C:8]1[CH:13]=[CH:12][C:11]([C:19]#[CH:20])=[CH:10][CH:9]=1.